Dataset: Catalyst prediction with 721,799 reactions and 888 catalyst types from USPTO. Task: Predict which catalyst facilitates the given reaction. Reactant: [Cl:1][C:2]1[CH:7]=[CH:6][C:5]([C:8]2[NH:17][C:16](=O)[C:15]3[C:10](=[CH:11][C:12]([O:21][CH3:22])=[C:13]([O:19][CH3:20])[CH:14]=3)[N:9]=2)=[CH:4][CH:3]=1.S(Cl)([Cl:25])=O. Product: [Cl:25][C:16]1[C:15]2[C:10](=[CH:11][C:12]([O:21][CH3:22])=[C:13]([O:19][CH3:20])[CH:14]=2)[N:9]=[C:8]([C:5]2[CH:6]=[CH:7][C:2]([Cl:1])=[CH:3][CH:4]=2)[N:17]=1. The catalyst class is: 3.